This data is from Full USPTO retrosynthesis dataset with 1.9M reactions from patents (1976-2016). The task is: Predict the reactants needed to synthesize the given product. (1) Given the product [O:6]1[C:7]2[C:8](=[N:9][CH:10]=[CH:11][CH:12]=2)[CH:3]([N:2]([CH2:13][C:14]2[N:15]=[C:16]3[CH:21]=[CH:20][CH:19]=[C:18]([N:22]4[CH2:23][CH2:24][N:25]([CH3:28])[CH2:26][CH2:27]4)[N:17]3[C:29]=2[CH2:32][OH:34])[CH3:1])[CH2:4][CH2:5]1, predict the reactants needed to synthesize it. The reactants are: [CH3:1][N:2]([CH2:13][C:14]1[N:15]=[C:16]2[CH:21]=[CH:20][CH:19]=[C:18]([N:22]3[CH2:27][CH2:26][N:25]([CH3:28])[CH2:24][CH2:23]3)[N:17]2[CH:29]=1)[CH:3]1[C:8]2=[N:9][CH:10]=[CH:11][CH:12]=[C:7]2[O:6][CH2:5][CH2:4]1.C=O.[C:32](O)(=[O:34])C. (2) Given the product [CH3:25][O:24][C:7]1[CH:6]=[CH:5][C:4]2[N:3]=[C:2]([NH:26][C:27]3[CH:34]=[CH:33][C:30]([C:31]#[N:32])=[CH:29][CH:28]=3)[C:11]3=[N:12][NH:13][CH:14]=[C:10]3[C:9]=2[CH:8]=1, predict the reactants needed to synthesize it. The reactants are: Cl[C:2]1[C:11]2=[N:12][N:13](CC3C=CC(OC)=CC=3)[CH:14]=[C:10]2[C:9]2[CH:8]=[C:7]([O:24][CH3:25])[CH:6]=[CH:5][C:4]=2[N:3]=1.[NH2:26][C:27]1[CH:34]=[CH:33][C:30]([C:31]#[N:32])=[CH:29][CH:28]=1.Cl. (3) Given the product [OH:42][NH:41][C:38]([CH:10]1[CH:11]([NH:15][S:16]([C:19]2[CH:20]=[CH:21][C:22]([O:25][CH2:26][C:27]3[C:36]4[C:31](=[CH:32][CH:33]=[CH:34][CH:35]=4)[N:30]=[C:29]([CH3:37])[CH:28]=3)=[CH:23][CH:24]=2)(=[O:18])=[O:17])[CH:12]2[N:8]([C:6]([O:5][C:1]([CH3:3])([CH3:2])[CH3:4])=[O:7])[CH:9]1[CH2:14][CH2:13]2)=[O:40], predict the reactants needed to synthesize it. The reactants are: [C:1]([O:5][C:6]([N:8]1[CH:12]2[CH2:13][CH2:14][CH:9]1[CH:10]([C:38]([OH:40])=O)[CH:11]2[NH:15][S:16]([C:19]1[CH:24]=[CH:23][C:22]([O:25][CH2:26][C:27]2[C:36]3[C:31](=[CH:32][CH:33]=[CH:34][CH:35]=3)[N:30]=[C:29]([CH3:37])[CH:28]=2)=[CH:21][CH:20]=1)(=[O:18])=[O:17])=[O:7])([CH3:4])([CH3:3])[CH3:2].[NH2:41][OH:42]. (4) Given the product [Br:8][C:7]1[C:2]([NH:1][C:10]2[CH2:15][CH2:14][CH2:13][C:12](=[O:16])[CH:11]=2)=[N:3][CH:4]=[C:5]([Br:9])[CH:6]=1, predict the reactants needed to synthesize it. The reactants are: [NH2:1][C:2]1[C:7]([Br:8])=[CH:6][C:5]([Br:9])=[CH:4][N:3]=1.[C:10]1(=O)[CH2:15][CH2:14][CH2:13][C:12](=[O:16])[CH2:11]1.O.C1(C)C=CC(S(O)(=O)=O)=CC=1.C(=O)(O)[O-].[Na+]. (5) Given the product [C:8]([C:5]1[CH:6]=[CH:7][C:2]([C:12]#[N:13])=[CH:3][CH:4]=1)(=[O:11])[CH2:9][CH3:10], predict the reactants needed to synthesize it. The reactants are: Br[C:2]1[CH:7]=[CH:6][C:5]([C:8](=[O:11])[CH2:9][CH3:10])=[CH:4][CH:3]=1.[C:12]([Cu])#[N:13].O.Cl. (6) The reactants are: [C:1]([O:5][C:6]([NH:8][C@@H:9]([C:30]1[S:31][CH:32]=[CH:33][CH:34]=1)[C:10]([NH:12][CH2:13][C:14]([N:16]1[C:24]2[C:19](=[CH:20][CH:21]=[CH:22][CH:23]=2)[CH2:18][C@H:17]1[C:25]([O:27]CC)=O)=[O:15])=[O:11])=[O:7])([CH3:4])([CH3:3])[CH3:2].[N:35]1[NH:36][N:37]=[N:38][C:39]=1[CH2:40][NH2:41]. Given the product [N:35]1[NH:36][N:37]=[N:38][C:39]=1[CH2:40][NH:41][C:25]([C@@H:17]1[CH2:18][C:19]2[C:24](=[CH:23][CH:22]=[CH:21][CH:20]=2)[N:16]1[C:14](=[O:15])[CH2:13][NH:12][C:10](=[O:11])[C@H:9]([NH:8][C:6](=[O:7])[O:5][C:1]([CH3:2])([CH3:4])[CH3:3])[C:30]1[S:31][CH:32]=[CH:33][CH:34]=1)=[O:27], predict the reactants needed to synthesize it. (7) Given the product [ClH:21].[ClH:21].[NH2:1][C:2]1[C:3]([C:19]#[N:20])=[CH:4][CH:5]=[C:6]([NH:8][CH2:9][CH2:10][NH2:11])[N:7]=1, predict the reactants needed to synthesize it. The reactants are: [NH2:1][C:2]1[N:7]=[C:6]([NH:8][CH2:9][CH2:10][NH:11]C(=O)OC(C)(C)C)[CH:5]=[CH:4][C:3]=1[C:19]#[N:20].[ClH:21].